From a dataset of Forward reaction prediction with 1.9M reactions from USPTO patents (1976-2016). Predict the product of the given reaction. (1) Given the reactants [NH2:1][CH2:2][C@H:3]1[N:8]([C:9]([C:11]2[N:12]=[C:13]([CH3:23])[S:14][C:15]=2[C:16]2[CH:17]=[C:18]([CH3:22])[CH:19]=[CH:20][CH:21]=2)=[O:10])[CH2:7][C@H:6]2[C@@H:4]1[CH2:5]2.[CH3:24][O:25][C:26]1[CH:34]=[CH:33][C:29]([C:30](O)=[O:31])=[CH:28][C:27]=1[C:35]([F:38])([F:37])[F:36], predict the reaction product. The product is: [CH3:24][O:25][C:26]1[CH:34]=[CH:33][C:29]([C:30]([NH:1][CH2:2][C@H:3]2[N:8]([C:9]([C:11]3[N:12]=[C:13]([CH3:23])[S:14][C:15]=3[C:16]3[CH:17]=[C:18]([CH3:22])[CH:19]=[CH:20][CH:21]=3)=[O:10])[CH2:7][C@H:6]3[C@@H:4]2[CH2:5]3)=[O:31])=[CH:28][C:27]=1[C:35]([F:36])([F:37])[F:38]. (2) The product is: [Cl:8][C:6]1[N:5]=[CH:4][N:3]=[C:2]([NH:10][CH3:9])[N:7]=1. Given the reactants Cl[C:2]1[N:7]=[C:6]([Cl:8])[N:5]=[CH:4][N:3]=1.[CH3:9][NH2:10], predict the reaction product. (3) Given the reactants [F:1][C:2]([F:11])([F:10])[C:3]1[CH:4]=[C:5]([OH:9])[CH:6]=[CH:7][CH:8]=1.[CH2:12](Br)[CH:13]=[CH2:14].C([O-])([O-])=O.[K+].[K+], predict the reaction product. The product is: [CH2:14]([O:9][C:5]1[CH:6]=[CH:7][CH:8]=[C:3]([C:2]([F:10])([F:11])[F:1])[CH:4]=1)[CH:13]=[CH2:12]. (4) Given the reactants [NH2:1][CH:2]([CH3:42])[CH2:3][O:4][C@@H:5]([C:35]1[CH:40]=[CH:39][CH:38]=[C:37]([Cl:41])[CH:36]=1)[C@@H:6]1[CH2:11][CH2:10][CH2:9][N:8]([C:12]([NH:14][C@@H:15]([CH2:28][CH:29]2[CH2:34][CH2:33][CH2:32][CH2:31][CH2:30]2)[CH2:16][N:17]([CH3:27])[C:18](=[O:26])[O:19][CH2:20][CH2:21][Si:22]([CH3:25])([CH3:24])[CH3:23])=[O:13])[CH2:7]1.CCN(C(C)C)C(C)C.Cl[C:53]([O:55][CH3:56])=[O:54], predict the reaction product. The product is: [CH3:56][O:55][C:53]([NH:1][CH:2]([CH3:42])[CH2:3][O:4][C@@H:5]([C:35]1[CH:40]=[CH:39][CH:38]=[C:37]([Cl:41])[CH:36]=1)[C@@H:6]1[CH2:11][CH2:10][CH2:9][N:8]([C:12]([NH:14][C@@H:15]([CH2:28][CH:29]2[CH2:30][CH2:31][CH2:32][CH2:33][CH2:34]2)[CH2:16][N:17]([CH3:27])[C:18](=[O:26])[O:19][CH2:20][CH2:21][Si:22]([CH3:25])([CH3:24])[CH3:23])=[O:13])[CH2:7]1)=[O:54].